This data is from Forward reaction prediction with 1.9M reactions from USPTO patents (1976-2016). The task is: Predict the product of the given reaction. Given the reactants [CH3:1][O:2][C:3]1[C:10]([O:11][CH3:12])=[CH:9][CH:8]=[CH:7][C:4]=1[CH:5]=O.[C:13]([NH:16][NH2:17])([NH2:15])=[NH:14].[ClH:18], predict the reaction product. The product is: [ClH:18].[CH3:1][O:2][C:3]1[C:10]([O:11][CH3:12])=[CH:9][CH:8]=[CH:7][C:4]=1[CH:5]=[N:17][NH:16][C:13]([NH2:15])=[NH:14].